This data is from Merck oncology drug combination screen with 23,052 pairs across 39 cell lines. The task is: Regression. Given two drug SMILES strings and cell line genomic features, predict the synergy score measuring deviation from expected non-interaction effect. (1) Drug 1: COC1CC2CCC(C)C(O)(O2)C(=O)C(=O)N2CCCCC2C(=O)OC(C(C)CC2CCC(OP(C)(C)=O)C(OC)C2)CC(=O)C(C)C=C(C)C(O)C(OC)C(=O)C(C)CC(C)C=CC=CC=C1C. Drug 2: CCC1(O)C(=O)OCc2c1cc1n(c2=O)Cc2cc3c(CN(C)C)c(O)ccc3nc2-1. Cell line: A427. Synergy scores: synergy=25.7. (2) Drug 1: Nc1ccn(C2OC(CO)C(O)C2(F)F)c(=O)n1. Drug 2: CCc1cnn2c(NCc3ccc[n+]([O-])c3)cc(N3CCCCC3CCO)nc12. Cell line: NCIH460. Synergy scores: synergy=-5.73. (3) Drug 1: CN1C(=O)C=CC2(C)C3CCC4(C)C(NC(=O)OCC(F)(F)F)CCC4C3CCC12. Drug 2: CC(C)CC(NC(=O)C(Cc1ccccc1)NC(=O)c1cnccn1)B(O)O. Cell line: SW620. Synergy scores: synergy=18.3.